From a dataset of Forward reaction prediction with 1.9M reactions from USPTO patents (1976-2016). Predict the product of the given reaction. (1) Given the reactants [NH2:1][C:2]1[C:3](I)=[CH:4][C:5]([F:18])=[C:6]([C@:8]2([CH3:17])[C:13]([F:15])([F:14])[CH2:12][O:11][C:10]([NH2:16])=[N:9]2)[CH:7]=1.CN(C)C(N(C)C)=N.[CH3:28][O:29][C:30]1[CH:35]=[CH:34][C:33]([CH2:36][C:37]#[CH:38])=[CH:32][CH:31]=1, predict the reaction product. The product is: [F:14][C:13]1([F:15])[CH2:12][O:11][C:10]([NH2:16])=[N:9][C@@:8]1([C:6]1[CH:7]=[C:2]2[C:3]([CH:38]=[C:37]([CH2:36][C:33]3[CH:32]=[CH:31][C:30]([O:29][CH3:28])=[CH:35][CH:34]=3)[NH:1]2)=[CH:4][C:5]=1[F:18])[CH3:17]. (2) Given the reactants [CH3:1][O:2][C:3]1[CH:4]=[C:5]2[CH2:14][CH:13]([CH2:15][CH:16]3[CH2:21][CH2:20][N:19]([CH2:22][C:23]4[CH:24]=[CH:25][CH:26]=[CH:27][CH:28]=4)[CH2:18][CH2:17]3)[C:11](=O)[C:6]2=[CH:7][C:8]=1[O:9][CH3:10].[BH4-].[Na+].CO.Cl, predict the reaction product. The product is: [CH2:22]([N:19]1[CH2:18][CH2:17][CH:16]([CH2:15][C:13]2[CH2:14][C:5]3[C:6]([CH:11]=2)=[CH:7][C:8]([O:9][CH3:10])=[C:3]([O:2][CH3:1])[CH:4]=3)[CH2:21][CH2:20]1)[C:23]1[CH:28]=[CH:27][CH:26]=[CH:25][CH:24]=1. (3) The product is: [CH3:43][S:44]([N:1]1[CH2:2][CH2:3][CH:4]([C:7]2[O:11][C:10]([C:12]3[CH:13]=[CH:14][N:15]=[CH:16][CH:17]=3)=[C:9]([C:18]3[CH:19]=[C:20]4[C:24](=[CH:25][CH:26]=3)[C:23](=[N:27][OH:28])[CH2:22][CH2:21]4)[CH:8]=2)[CH2:5][CH2:6]1)(=[O:46])=[O:45]. Given the reactants [NH:1]1[CH2:6][CH2:5][CH:4]([C:7]2[O:11][C:10]([C:12]3[CH:17]=[CH:16][N:15]=[CH:14][CH:13]=3)=[C:9]([C:18]3[CH:19]=[C:20]4[C:24](=[CH:25][CH:26]=3)[C:23](=[N:27][OH:28])[CH2:22][CH2:21]4)[CH:8]=2)[CH2:3][CH2:2]1.O=P12OP3(OP(OP(O3)(O1)=O)(=O)O2)=O.[CH3:43][S:44](O)(=[O:46])=[O:45], predict the reaction product. (4) Given the reactants [Cl:1][C:2]1[CH:7]=[C:6]([Cl:8])[CH:5]=[CH:4][C:3]=1[C:9]1[N:10]=[C:11]([CH2:30][CH3:31])[C:12]([NH:17][C@@H:18]2[C:26]3[C:21](=[CH:22][CH:23]=[CH:24][CH:25]=3)[CH2:20][C@@H:19]2[O:27]CC)=[N:13][C:14]=1[CH2:15]C.Br[C:33]1N=C(C2CC2)C(N[C@@H]2C3C(=CC=CC=3)C[C@@H]2O)=NC=1C, predict the reaction product. The product is: [CH:30]1([C:11]2[C:12]([NH:17][C@@H:18]3[C:26]4[C:21](=[CH:22][CH:23]=[CH:24][CH:25]=4)[CH2:20][C@@H:19]3[OH:27])=[N:13][C:14]([CH3:15])=[C:9]([C:3]3[CH:4]=[CH:5][C:6]([Cl:8])=[CH:7][C:2]=3[Cl:1])[N:10]=2)[CH2:31][CH2:33]1. (5) Given the reactants [OH:1][C:2]1[CH:7]=[CH:6][CH:5]=[CH:4][C:3]=1[CH2:8][CH2:9][NH:10][CH:11]1[CH2:20][CH2:19][CH2:18][C:17]2[N:16]=[C:15]([C:21]([O:23][CH2:24][CH3:25])=[O:22])[CH:14]=[CH:13][C:12]1=2.[C:26](O[C:26]([O:28][C:29]([CH3:32])([CH3:31])[CH3:30])=[O:27])([O:28][C:29]([CH3:32])([CH3:31])[CH3:30])=[O:27], predict the reaction product. The product is: [C:29]([O:28][C:26]([N:10]([CH2:9][CH2:8][C:3]1[CH:4]=[CH:5][CH:6]=[CH:7][C:2]=1[OH:1])[CH:11]1[CH2:20][CH2:19][CH2:18][C:17]2[N:16]=[C:15]([C:21]([O:23][CH2:24][CH3:25])=[O:22])[CH:14]=[CH:13][C:12]1=2)=[O:27])([CH3:32])([CH3:31])[CH3:30].